Dataset: Reaction yield outcomes from USPTO patents with 853,638 reactions. Task: Predict the reaction yield, written as a fraction of the theoretical maximum amount of product (1.0 means a 100% yield; for example, 0.34 means a 34% yield). (1) The product is [F:11][C:12]1[CH:13]=[CH:14][C:15]([CH2:18][CH2:19][CH:20]=[O:21])=[CH:16][CH:17]=1. The yield is 0.500. The reactants are C(Cl)(=O)C(Cl)=O.CS(C)=O.[F:11][C:12]1[CH:17]=[CH:16][C:15]([CH2:18][CH2:19][CH2:20][OH:21])=[CH:14][CH:13]=1.C(N(CC)CC)C. The catalyst is ClCCl. (2) The reactants are Br[C:2]1[N:7]=[N:6][C:5]([NH2:8])=[N:4][C:3]=1[C:9]1[CH:14]=[CH:13][CH:12]=[CH:11][CH:10]=1.[F:15][C:16]1[CH:21]=[CH:20][C:19]([OH:22])=[CH:18][CH:17]=1. No catalyst specified. The product is [F:15][C:16]1[CH:21]=[CH:20][C:19]([O:22][C:2]2[N:7]=[N:6][C:5]([NH2:8])=[N:4][C:3]=2[C:9]2[CH:14]=[CH:13][CH:12]=[CH:11][CH:10]=2)=[CH:18][CH:17]=1. The yield is 0.0800. (3) The reactants are [O:1]1[CH2:5][CH2:4][CH:3]([OH:6])[CH2:2]1.[C:7](=O)([O:16]N1C(=O)CCC1=O)[O:8][N:9]1[C:13](=[O:14])[CH2:12][CH2:11][C:10]1=[O:15]. The catalyst is C(#N)C. The product is [C:7](=[O:16])([O:6][CH:3]1[CH2:4][CH2:5][O:1][CH2:2]1)[O:8][N:9]1[C:13](=[O:14])[CH2:12][CH2:11][C:10]1=[O:15]. The yield is 0.308.